Dataset: Peptide-MHC class II binding affinity with 134,281 pairs from IEDB. Task: Regression. Given a peptide amino acid sequence and an MHC pseudo amino acid sequence, predict their binding affinity value. This is MHC class II binding data. (1) The peptide sequence is MNALRRLPVICSFLV. The MHC is DRB1_0802 with pseudo-sequence DRB1_0802. The binding affinity (normalized) is 0.484. (2) The MHC is DRB3_0202 with pseudo-sequence DRB3_0202. The binding affinity (normalized) is 0.623. The peptide sequence is ITLNTNAELFNQSDY. (3) The peptide sequence is EIYKRWIILG. The MHC is DRB1_0405 with pseudo-sequence DRB1_0405. The binding affinity (normalized) is 0.171. (4) The peptide sequence is MKYLAAFLLLGLAGN. The MHC is HLA-DPA10301-DPB10402 with pseudo-sequence HLA-DPA10301-DPB10402. The binding affinity (normalized) is 0.203.